This data is from Full USPTO retrosynthesis dataset with 1.9M reactions from patents (1976-2016). The task is: Predict the reactants needed to synthesize the given product. (1) Given the product [CH2:1]([O:3][CH:4]([O:23][CH2:24][CH3:25])[CH2:5][N:6]1[C:10]([NH:11][C:27]2[CH:32]=[C:31]([N+:33]([O-:35])=[O:34])[CH:30]=[CH:29][C:28]=2[CH3:36])=[CH:9][C:8]([C:12]2[CH:13]=[N:14][N:15]([CH:17]3[CH2:22][CH2:21][CH2:20][CH2:19][O:18]3)[CH:16]=2)=[N:7]1)[CH3:2], predict the reactants needed to synthesize it. The reactants are: [CH2:1]([O:3][CH:4]([O:23][CH2:24][CH3:25])[CH2:5][N:6]1[C:10]([NH2:11])=[CH:9][C:8]([C:12]2[CH:13]=[N:14][N:15]([CH:17]3[CH2:22][CH2:21][CH2:20][CH2:19][O:18]3)[CH:16]=2)=[N:7]1)[CH3:2].Br[C:27]1[CH:32]=[C:31]([N+:33]([O-:35])=[O:34])[CH:30]=[CH:29][C:28]=1[CH3:36].C(=O)([O-])[O-].[Cs+].[Cs+].CC1(C)C2C(=C(P(C3C=CC=CC=3)C3C=CC=CC=3)C=CC=2)OC2C(P(C3C=CC=CC=3)C3C=CC=CC=3)=CC=CC1=2. (2) Given the product [C:18]([OH:21])(=[O:20])[CH3:19].[F:17][C:14]([F:15])([F:16])[C:12]1[NH:11][C:7]2[N:8]=[CH:9][CH:10]=[C:5]([C:3]([NH2:4])=[NH:2])[C:6]=2[CH:13]=1, predict the reactants needed to synthesize it. The reactants are: O[NH:2][C:3]([C:5]1[C:6]2[CH:13]=[C:12]([C:14]([F:17])([F:16])[F:15])[NH:11][C:7]=2[N:8]=[CH:9][CH:10]=1)=[NH:4].[C:18]([O:21]C(=O)C)(=[O:20])[CH3:19]. (3) Given the product [Cl:59][C:56]1[CH:57]=[CH:58][C:53]([CH2:52][C:51]([NH:50][C:46]2[CH:45]=[C:44]([C:42]([C:35]3[C:36]4[CH:41]=[N:40][CH:39]=[N:38][C:37]=4[N:33]([CH2:32][C:28]4([CH2:27][OH:26])[CH2:31][O:30][CH2:29]4)[CH:34]=3)=[O:43])[CH:49]=[CH:48][N:47]=2)=[O:60])=[CH:54][CH:55]=1, predict the reactants needed to synthesize it. The reactants are: [F-].C([N+](CCCC)(CCCC)CCCC)CCC.[Si]([O:26][CH2:27][C:28]1([CH2:32][N:33]2[C:37]3[N:38]=[CH:39][N:40]=[CH:41][C:36]=3[C:35]([C:42]([C:44]3[CH:49]=[CH:48][N:47]=[C:46]([NH:50][C:51](=[O:60])[CH2:52][C:53]4[CH:58]=[CH:57][C:56]([Cl:59])=[CH:55][CH:54]=4)[CH:45]=3)=[O:43])=[CH:34]2)[CH2:31][O:30][CH2:29]1)(C(C)(C)C)(C)C.O. (4) Given the product [C:1]([O:5][C:6]([N:8]([C:11]1([C@@H:14]2[CH2:18][CH2:17][NH:16][CH2:15]2)[CH2:13][CH2:12]1)[CH2:9][CH3:10])=[O:7])([CH3:2])([CH3:3])[CH3:4], predict the reactants needed to synthesize it. The reactants are: [C:1]([O:5][C:6]([N:8]([C:11]1([C@@H:14]2[CH2:18][CH2:17][N:16]([C@H](C3C=CC=CC=3)C)[CH2:15]2)[CH2:13][CH2:12]1)[CH2:9][CH3:10])=[O:7])([CH3:4])([CH3:3])[CH3:2]. (5) The reactants are: [CH2:1]([O:8][C:9]1[C:10]([F:24])=[C:11]([CH:15]([C:17]2[C:22](Cl)=[N:21][CH:20]=[CH:19][N:18]=2)O)[CH:12]=[CH:13][CH:14]=1)[C:2]1[CH:7]=[CH:6][CH:5]=[CH:4][CH:3]=1.[Li]CCCC.CCCCCC.C[C:37]1(C)[CH2:42][CH2:41][CH2:40][C:39](C)(C)[NH:38]1.ClC1C=NC=C[N:48]=1.C(OC1C(F)=C(C=CC=1)C=O)C1C=CC=CC=1. Given the product [NH2:48][C:22]1[C:17]2[N:18]([C:39]([CH:40]3[CH2:41][CH2:42][CH2:37]3)=[N:38][C:15]=2[C:11]2[CH:12]=[CH:13][CH:14]=[C:9]([O:8][CH2:1][C:2]3[CH:7]=[CH:6][CH:5]=[CH:4][CH:3]=3)[C:10]=2[F:24])[CH:19]=[CH:20][N:21]=1, predict the reactants needed to synthesize it. (6) Given the product [C:1]([C:5]1[CH:10]=[CH:9][C:8]([C:11]2[CH:16]=[C:15]([S:26][C:22]3[CH:23]=[CH:24][CH:25]=[C:20]([O:19][CH3:18])[CH:21]=3)[N:14]=[CH:13][N:12]=2)=[CH:7][CH:6]=1)([CH3:4])([CH3:3])[CH3:2], predict the reactants needed to synthesize it. The reactants are: [C:1]([C:5]1[CH:10]=[CH:9][C:8]([C:11]2[CH:16]=[C:15](Cl)[N:14]=[CH:13][N:12]=2)=[CH:7][CH:6]=1)([CH3:4])([CH3:3])[CH3:2].[CH3:18][O:19][C:20]1[CH:21]=[C:22]([SH:26])[CH:23]=[CH:24][CH:25]=1.[H-].[Na+]. (7) Given the product [CH3:15][C@H:4]1[C@H:3]([CH3:16])[C@@H:2]([NH:1][C:18]2[CH:23]=[CH:22][C:21]([CH3:24])=[CH:20][CH:19]=2)[C:11]2[C:6](=[CH:7][CH:8]=[CH:9][CH:10]=2)[N:5]1[C:12](=[O:14])[CH3:13], predict the reactants needed to synthesize it. The reactants are: [NH2:1][C@H:2]1[C:11]2[C:6](=[CH:7][CH:8]=[CH:9][CH:10]=2)[N:5]([C:12](=[O:14])[CH3:13])[C@@H:4]([CH3:15])[C@@H:3]1[CH3:16].Br[C:18]1[CH:23]=[CH:22][C:21]([CH3:24])=[CH:20][CH:19]=1.CN(C1C(C2C(P(C3CCCCC3)C3CCCCC3)=CC=CC=2)=CC=CC=1)C.CC(C)([O-])C.[Na+].